From a dataset of NCI-60 drug combinations with 297,098 pairs across 59 cell lines. Regression. Given two drug SMILES strings and cell line genomic features, predict the synergy score measuring deviation from expected non-interaction effect. (1) Drug 1: C1=C(C(=O)NC(=O)N1)F. Drug 2: CC1CCCC2(C(O2)CC(NC(=O)CC(C(C(=O)C(C1O)C)(C)C)O)C(=CC3=CSC(=N3)C)C)C. Cell line: SK-OV-3. Synergy scores: CSS=40.3, Synergy_ZIP=4.47, Synergy_Bliss=7.64, Synergy_Loewe=9.48, Synergy_HSA=9.48. (2) Drug 1: CC1C(C(=O)NC(C(=O)N2CCCC2C(=O)N(CC(=O)N(C(C(=O)O1)C(C)C)C)C)C(C)C)NC(=O)C3=C4C(=C(C=C3)C)OC5=C(C(=O)C(=C(C5=N4)C(=O)NC6C(OC(=O)C(N(C(=O)CN(C(=O)C7CCCN7C(=O)C(NC6=O)C(C)C)C)C)C(C)C)C)N)C. Drug 2: CC1C(C(CC(O1)OC2CC(OC(C2O)C)OC3=CC4=CC5=C(C(=O)C(C(C5)C(C(=O)C(C(C)O)O)OC)OC6CC(C(C(O6)C)O)OC7CC(C(C(O7)C)O)OC8CC(C(C(O8)C)O)(C)O)C(=C4C(=C3C)O)O)O)O. Cell line: ACHN. Synergy scores: CSS=61.7, Synergy_ZIP=-4.06, Synergy_Bliss=-3.54, Synergy_Loewe=-13.7, Synergy_HSA=-2.74. (3) Drug 1: COC1=CC(=CC(=C1O)OC)C2C3C(COC3=O)C(C4=CC5=C(C=C24)OCO5)OC6C(C(C7C(O6)COC(O7)C8=CC=CS8)O)O. Drug 2: N.N.Cl[Pt+2]Cl. Cell line: SK-MEL-2. Synergy scores: CSS=44.8, Synergy_ZIP=0.644, Synergy_Bliss=4.00, Synergy_Loewe=-34.1, Synergy_HSA=1.41.